Regression. Given a peptide amino acid sequence and an MHC pseudo amino acid sequence, predict their binding affinity value. This is MHC class I binding data. From a dataset of Peptide-MHC class I binding affinity with 185,985 pairs from IEDB/IMGT. (1) The peptide sequence is MPREDAHFI. The MHC is HLA-B54:01 with pseudo-sequence HLA-B54:01. The binding affinity (normalized) is 0.475. (2) The peptide sequence is AMTMFYPGV. The MHC is HLA-A68:02 with pseudo-sequence HLA-A68:02. The binding affinity (normalized) is 0.243. (3) The peptide sequence is NQESNKYRI. The MHC is HLA-A02:01 with pseudo-sequence HLA-A02:01. The binding affinity (normalized) is 0. (4) The peptide sequence is WQVTWIPEW. The MHC is Mamu-B17 with pseudo-sequence Mamu-B17. The binding affinity (normalized) is 0.480. (5) The binding affinity (normalized) is 0.505. The MHC is Patr-A0901 with pseudo-sequence Patr-A0901. The peptide sequence is NYRVSWPKFAV. (6) The peptide sequence is GTKNLQTRV. The MHC is Mamu-A01 with pseudo-sequence Mamu-A01. The binding affinity (normalized) is 0.0117.